From a dataset of TCR-epitope binding with 47,182 pairs between 192 epitopes and 23,139 TCRs. Binary Classification. Given a T-cell receptor sequence (or CDR3 region) and an epitope sequence, predict whether binding occurs between them. (1) The epitope is MPASWVMRI. The TCR CDR3 sequence is CASSFNGVRETQYF. Result: 0 (the TCR does not bind to the epitope). (2) The epitope is LPPAYTNSF. The TCR CDR3 sequence is CATSAPLRQGLFNYGYTF. Result: 0 (the TCR does not bind to the epitope). (3) The epitope is RIFTIGTVTLK. The TCR CDR3 sequence is CASRTSGDYEQYF. Result: 0 (the TCR does not bind to the epitope). (4) The epitope is EIYKRWII. The TCR CDR3 sequence is CASGGVGDTQYF. Result: 0 (the TCR does not bind to the epitope). (5) The epitope is TLIGDCATV. The TCR CDR3 sequence is CASRPRGGARPYEQYF. Result: 0 (the TCR does not bind to the epitope). (6) The epitope is FIAGLIAIV. The TCR CDR3 sequence is CASSIFYSSTDTQYF. Result: 0 (the TCR does not bind to the epitope). (7) The epitope is VVYRGTTTY. The TCR CDR3 sequence is CASSLYYSDQPQHF. Result: 1 (the TCR binds to the epitope).